Dataset: Forward reaction prediction with 1.9M reactions from USPTO patents (1976-2016). Task: Predict the product of the given reaction. Given the reactants [ClH:1].[CH3:2][O:3][C:4](=[O:15])[C@H:5]([CH3:14])[NH:6][C:7]1C=CC(Cl)=CC=1.Cl.CN(C)CCCN=C=NCC.[OH2:28].ON1[C:34]2[CH:35]=[CH:36][CH:37]=[CH:38][C:33]=2N=N1.CN1CCOCC1, predict the reaction product. The product is: [Cl:1][C:33]1[CH:38]=[CH:37][C:36]([CH2:14][CH:5]([NH:6][CH:7]=[O:28])[C:4]([O:3][CH3:2])=[O:15])=[CH:35][CH:34]=1.